From a dataset of Forward reaction prediction with 1.9M reactions from USPTO patents (1976-2016). Predict the product of the given reaction. Given the reactants [Cl:1][C:2]1[CH:7]=[CH:6][CH:5]=[C:4]([Cl:8])[C:3]=1[C:9]1[C:13]([CH2:14][O:15][C:16]2[CH:21]=[CH:20][C:19]([C:22]3[CH:23]=[C:24]4[C:29](=[CH:30][CH:31]=3)[CH:28]([C:32]([O:34]C)=[O:33])[CH2:27][CH2:26][CH2:25]4)=[CH:18][CH:17]=2)=[C:12]([CH:36]([CH3:38])[CH3:37])[O:11][N:10]=1, predict the reaction product. The product is: [Cl:8][C:4]1[CH:5]=[CH:6][CH:7]=[C:2]([Cl:1])[C:3]=1[C:9]1[C:13]([CH2:14][O:15][C:16]2[CH:17]=[CH:18][C:19]([C:22]3[CH:23]=[C:24]4[C:29](=[CH:30][CH:31]=3)[CH:28]([C:32]([OH:34])=[O:33])[CH2:27][CH2:26][CH2:25]4)=[CH:20][CH:21]=2)=[C:12]([CH:36]([CH3:38])[CH3:37])[O:11][N:10]=1.